Dataset: Reaction yield outcomes from USPTO patents with 853,638 reactions. Task: Predict the reaction yield, written as a fraction of the theoretical maximum amount of product (1.0 means a 100% yield; for example, 0.34 means a 34% yield). (1) The reactants are [F:1][C:2]1[CH:7]=[C:6]([N:8]2[CH2:13][CH2:12][O:11][CH2:10][CH2:9]2)[C:5]([F:14])=[CH:4][C:3]=1[N:15]1[CH:20]=[C:19]([O:21][CH3:22])[C:18](=[O:23])[C:17]([C:24]([O:26]C)=[O:25])=[N:16]1.[OH-].[Na+].Cl. The catalyst is CCO. The product is [F:1][C:2]1[CH:7]=[C:6]([N:8]2[CH2:9][CH2:10][O:11][CH2:12][CH2:13]2)[C:5]([F:14])=[CH:4][C:3]=1[N:15]1[CH:20]=[C:19]([O:21][CH3:22])[C:18](=[O:23])[C:17]([C:24]([OH:26])=[O:25])=[N:16]1. The yield is 0.960. (2) No catalyst specified. The reactants are [Cl:1][C:2]1[CH:7]=[CH:6][C:5]([C:8](=[O:10])[CH3:9])=[C:4]([F:11])[CH:3]=1.ClC1C=C(C2O[N:23]=[C:22]([C:25]([OH:27])=[O:26])C=2)C=CC=1F. The product is [Cl:1][C:2]1[CH:7]=[CH:6][C:5]([C:8]2[O:10][N:23]=[C:22]([C:25]([OH:27])=[O:26])[CH:9]=2)=[C:4]([F:11])[CH:3]=1. The yield is 0.191. (3) The reactants are [CH:1]([C:3]1[CH:8]=[CH:7][C:6]([NH:9][C:10](=[O:12])[CH3:11])=[CH:5][CH:4]=1)=[O:2].O[C:14]1[CH:19]=[CH:18][CH:17]=[CH:16][C:15]=1[C:20](=[O:22])[CH3:21].Cl.[OH:24]O. The catalyst is C(O)C.[OH-].[Na+]. The product is [OH:24][C:21]1[C:20](=[O:22])[C:15]2[C:16](=[CH:17][CH:18]=[CH:19][CH:14]=2)[O:2][C:1]=1[C:3]1[CH:4]=[CH:5][C:6]([NH:9][C:10](=[O:12])[CH3:11])=[CH:7][CH:8]=1. The yield is 0.590.